From a dataset of Catalyst prediction with 721,799 reactions and 888 catalyst types from USPTO. Predict which catalyst facilitates the given reaction. (1) Reactant: [CH3:1][O:2][C:3]1[CH:4]=[C:5]([CH:9]=[CH:10][C:11]=1[O:12][CH3:13])[C:6]([OH:8])=[O:7].[Br:14]Br.O. Product: [Br:14][C:9]1[CH:10]=[C:11]([O:12][CH3:13])[C:3]([O:2][CH3:1])=[CH:4][C:5]=1[C:6]([OH:8])=[O:7]. The catalyst class is: 33. (2) Reactant: [Cl:1][C:2]1[CH:14]=[CH:13][C:5]2[NH:6][C:7]([S:9]([CH3:12])(=O)=O)=[N:8][C:4]=2[C:3]=1[NH:15][C:16]([C:18]1[O:19][CH:20]=[CH:21][CH:22]=1)=[O:17].ClC1C=CC2NC(SC3[CH:33]=[CH:34][CH:35]=[C:36]4[C:41]=3[NH:40][CH:39]=[CH:38][C:37]4=[O:42])=NC=2C=1NC(=O)C1C=CC=CC=1. Product: [Cl:1][C:2]1[CH:14]=[CH:13][C:5]2[NH:6][C:7]([S:9][C:12]3[CH:33]=[CH:34][CH:35]=[C:36]4[C:41]=3[NH:40][CH:39]=[CH:38][C:37]4=[O:42])=[N:8][C:4]=2[C:3]=1[NH:15][C:16]([C:18]1[O:19][CH:20]=[CH:21][CH:22]=1)=[O:17]. The catalyst class is: 16.